Dataset: Full USPTO retrosynthesis dataset with 1.9M reactions from patents (1976-2016). Task: Predict the reactants needed to synthesize the given product. (1) Given the product [Br:8][C:5]1[CH:6]=[CH:7][C:2]([NH:1][CH:9]=[NH:10])=[N:3][CH:4]=1, predict the reactants needed to synthesize it. The reactants are: [NH2:1][C:2]1[CH:7]=[CH:6][C:5]([Br:8])=[CH:4][N:3]=1.[CH3:9][N:10](C(OC)OC)C. (2) Given the product [CH3:21][O:20][C:17]1[CH:18]=[C:19]2[C:9]3[C:10](=[CH:11][N:12]=[C:7]([C:36]4[CH:35]=[N:34][N:33]([CH2:32][CH2:31][CH:26]5[CH2:27][CH2:28][CH2:29][CH2:30][N:25]5[CH3:24])[CH:37]=4)[CH:8]=3)[NH:13][C:14]2=[N:15][CH:16]=1, predict the reactants needed to synthesize it. The reactants are: FC(F)(F)S(O[C:7]1[CH:8]=[C:9]2[C:19]3[C:14](=[N:15][CH:16]=[C:17]([O:20][CH3:21])[CH:18]=3)[NH:13][C:10]2=[CH:11][N:12]=1)(=O)=O.[CH3:24][N:25]1[CH2:30][CH2:29][CH2:28][CH2:27][CH:26]1[CH2:31][CH2:32][N:33]1[CH:37]=[C:36](B2OC(C)(C)C(C)(C)O2)[CH:35]=[N:34]1.C(=O)([O-])[O-].[Cs+].[Cs+].